Dataset: Peptide-MHC class I binding affinity with 185,985 pairs from IEDB/IMGT. Task: Regression. Given a peptide amino acid sequence and an MHC pseudo amino acid sequence, predict their binding affinity value. This is MHC class I binding data. The peptide sequence is FTVIALFLA. The MHC is HLA-A68:02 with pseudo-sequence HLA-A68:02. The binding affinity (normalized) is 0.546.